Predict the reactants needed to synthesize the given product. From a dataset of Full USPTO retrosynthesis dataset with 1.9M reactions from patents (1976-2016). (1) Given the product [CH:13]1([CH:18]2[CH2:26][C:25]3[C:20](=[C:21]([CH3:29])[C:22]([CH3:28])=[C:23]([O:27][CH2:5][C:4]4[CH:3]=[C:2]([C:2]5[C:11]([CH3:12])=[CH:10][CH:9]=[C:4]([C:5]([OH:7])=[O:6])[CH:3]=5)[CH:11]=[CH:10][CH:9]=4)[CH:24]=3)[C:19]2=[O:30])[CH2:14][CH2:15][CH2:16][CH2:17]1, predict the reactants needed to synthesize it. The reactants are: Br[C:2]1[CH:3]=[C:4]([CH:9]=[CH:10][C:11]=1[CH3:12])[C:5]([O:7]C)=[O:6].[CH:13]1([CH:18]2[CH2:26][C:25]3[C:20](=[C:21]([CH3:29])[C:22]([CH3:28])=[C:23]([OH:27])[CH:24]=3)[C:19]2=[O:30])[CH2:17][CH2:16][CH2:15][CH2:14]1. (2) Given the product [CH2:1]([O:3][C:4]1[CH:5]=[C:6]2[C:11](=[CH:12][C:13]=1[S:14]([F:24])(=[O:16])=[O:15])[CH2:10][N:9]([C:18](=[O:23])[C:19]([F:22])([F:21])[F:20])[CH2:8][CH2:7]2)[CH3:2], predict the reactants needed to synthesize it. The reactants are: [CH2:1]([O:3][C:4]1[CH:5]=[C:6]2[C:11](=[CH:12][C:13]=1[S:14](Cl)(=[O:16])=[O:15])[CH2:10][N:9]([C:18](=[O:23])[C:19]([F:22])([F:21])[F:20])[CH2:8][CH2:7]2)[CH3:2].[F-:24].[K+].C(=O)(O)[O-].[Na+].